Task: Regression/Classification. Given a drug SMILES string, predict its toxicity properties. Task type varies by dataset: regression for continuous values (e.g., LD50, hERG inhibition percentage) or binary classification for toxic/non-toxic outcomes (e.g., AMES mutagenicity, cardiotoxicity, hepatotoxicity). Dataset: ames.. Dataset: Ames mutagenicity test results for genotoxicity prediction (1) The compound is CCC(CC)[N+](=O)[O-]. The result is 0 (non-mutagenic). (2) The molecule is C[C@@H](O)CO. The result is 0 (non-mutagenic). (3) The compound is C=C(C#N)C(=O)OCC(C)C. The result is 0 (non-mutagenic). (4) The compound is C1=Cc2c3ccccc3cc3cc4ccccc4c1c23. The result is 1 (mutagenic). (5) The drug is O=C(/C=C/c1ccc(Br)cc1)c1ccccc1. The result is 0 (non-mutagenic).